The task is: Regression. Given two drug SMILES strings and cell line genomic features, predict the synergy score measuring deviation from expected non-interaction effect.. This data is from NCI-60 drug combinations with 297,098 pairs across 59 cell lines. (1) Drug 1: CC1CCC2CC(C(=CC=CC=CC(CC(C(=O)C(C(C(=CC(C(=O)CC(OC(=O)C3CCCCN3C(=O)C(=O)C1(O2)O)C(C)CC4CCC(C(C4)OC)OCCO)C)C)O)OC)C)C)C)OC. Drug 2: CS(=O)(=O)OCCCCOS(=O)(=O)C. Cell line: NCI-H226. Synergy scores: CSS=5.13, Synergy_ZIP=-2.31, Synergy_Bliss=-1.37, Synergy_Loewe=-2.95, Synergy_HSA=-0.927. (2) Drug 2: CCC1(CC2CC(C3=C(CCN(C2)C1)C4=CC=CC=C4N3)(C5=C(C=C6C(=C5)C78CCN9C7C(C=CC9)(C(C(C8N6C=O)(C(=O)OC)O)OC(=O)C)CC)OC)C(=O)OC)O.OS(=O)(=O)O. Drug 1: CNC(=O)C1=CC=CC=C1SC2=CC3=C(C=C2)C(=NN3)C=CC4=CC=CC=N4. Cell line: TK-10. Synergy scores: CSS=2.27, Synergy_ZIP=0.443, Synergy_Bliss=-1.71, Synergy_Loewe=-4.33, Synergy_HSA=-4.15. (3) Drug 1: CCCCCOC(=O)NC1=NC(=O)N(C=C1F)C2C(C(C(O2)C)O)O. Drug 2: CN(CCCl)CCCl.Cl. Cell line: COLO 205. Synergy scores: CSS=28.9, Synergy_ZIP=-1.27, Synergy_Bliss=-2.94, Synergy_Loewe=-20.8, Synergy_HSA=-2.08. (4) Drug 1: CC12CCC(CC1=CCC3C2CCC4(C3CC=C4C5=CN=CC=C5)C)O. Drug 2: C1CN(CCN1C(=O)CCBr)C(=O)CCBr. Cell line: SK-MEL-28. Synergy scores: CSS=9.48, Synergy_ZIP=-0.692, Synergy_Bliss=0.988, Synergy_Loewe=-2.13, Synergy_HSA=-1.37. (5) Drug 1: C1=CC(=CC=C1CC(C(=O)O)N)N(CCCl)CCCl.Cl. Drug 2: C1C(C(OC1N2C=NC(=NC2=O)N)CO)O. Cell line: CCRF-CEM. Synergy scores: CSS=63.2, Synergy_ZIP=2.88, Synergy_Bliss=3.15, Synergy_Loewe=1.19, Synergy_HSA=4.59. (6) Drug 1: CCCS(=O)(=O)NC1=C(C(=C(C=C1)F)C(=O)C2=CNC3=C2C=C(C=N3)C4=CC=C(C=C4)Cl)F. Drug 2: CC1=C2C(C(=O)C3(C(CC4C(C3C(C(C2(C)C)(CC1OC(=O)C(C(C5=CC=CC=C5)NC(=O)OC(C)(C)C)O)O)OC(=O)C6=CC=CC=C6)(CO4)OC(=O)C)O)C)O. Cell line: SK-MEL-5. Synergy scores: CSS=44.3, Synergy_ZIP=0.554, Synergy_Bliss=0.279, Synergy_Loewe=-8.20, Synergy_HSA=4.42.